The task is: Predict the product of the given reaction.. This data is from Forward reaction prediction with 1.9M reactions from USPTO patents (1976-2016). (1) Given the reactants P(Cl)(Cl)(Cl)=O.[CH3:6][O:7][C:8]1[CH:9]=[C:10]([CH:28]=[CH:29][C:30]=1[O:31][CH3:32])[CH2:11][CH2:12][NH:13][C:14](=O)[CH2:15][CH2:16][C:17]1[CH:22]=[CH:21][C:20]([C:23]([F:26])([F:25])[F:24])=[CH:19][CH:18]=1.C(=O)(O)[O-].[Na+].O, predict the reaction product. The product is: [CH3:6][O:7][C:8]1[CH:9]=[C:10]2[C:28](=[CH:29][C:30]=1[O:31][CH3:32])[C:14]([CH2:15][CH2:16][C:17]1[CH:22]=[CH:21][C:20]([C:23]([F:26])([F:25])[F:24])=[CH:19][CH:18]=1)=[N:13][CH2:12][CH2:11]2. (2) Given the reactants C[O:2][C:3]([C:5]1([CH3:15])[CH2:9][C:8]2[CH:10]=[C:11]([OH:14])[CH:12]=[CH:13][C:7]=2[O:6]1)=[O:4].C1(O)C=CC=CC=1.I[CH2:24][CH2:25][CH2:26][O:27][C:28]1[CH:33]=[CH:32][C:31]([O:34][C:35]([F:38])([F:37])[F:36])=[CH:30][C:29]=1[Cl:39], predict the reaction product. The product is: [Cl:39][C:29]1[CH:30]=[C:31]([O:34][C:35]([F:36])([F:38])[F:37])[CH:32]=[CH:33][C:28]=1[O:27][CH2:26][CH2:25][CH2:24][O:14][C:11]1[CH:12]=[CH:13][C:7]2[O:6][C:5]([CH3:15])([C:3]([OH:2])=[O:4])[CH2:9][C:8]=2[CH:10]=1. (3) Given the reactants [CH3:1][C:2]1[C:10]2[CH2:9][O:8][C:7](=[O:11])[C:6]=2[CH:5]=[CH:4][C:3]=1[CH:12]1[CH2:14][O:13]1.[F:15][CH:16]([C:24]1[CH:33]=[CH:32][C:27]2[C:28](=[O:31])[O:29][CH2:30][C:26]=2[C:25]=1[CH3:34])[CH2:17][N:18]1[CH2:23][CH2:22][NH:21][CH2:20][CH2:19]1.[CH2:35]([OH:37])[CH3:36], predict the reaction product. The product is: [F:15][CH:16]([C:24]1[CH:33]=[CH:32][C:27]2[C:28](=[O:31])[O:29][CH2:30][C:26]=2[C:25]=1[CH3:34])[CH2:17][N:18]1[CH2:23][CH2:22][N:21]([CH2:14][CH:12]([OH:13])[C:3]2[CH:4]=[CH:5][C:6]3[C:7](=[O:11])[O:8][CH2:9][C:10]=3[C:2]=2[CH3:1])[CH2:20][CH2:19]1.[CH2:35]([O:37][CH:16]([C:24]1[CH:33]=[CH:32][C:27]2[C:28](=[O:31])[O:29][CH2:30][C:26]=2[C:25]=1[CH3:34])[CH2:17][N:18]1[CH2:23][CH2:22][N:21]([CH2:14][CH:12]([OH:13])[C:3]2[CH:4]=[CH:5][C:6]3[C:7](=[O:11])[O:8][CH2:9][C:10]=3[C:2]=2[CH3:1])[CH2:20][CH2:19]1)[CH3:36]. (4) The product is: [CH3:6][O:5][C:3](=[O:4])[C:2]([CH3:1])([CH3:7])[O:8][CH2:9][C:10]([OH:15])=[O:11]. Given the reactants [CH3:1][C:2]([O:8][CH2:9][CH:10]=[O:11])([CH3:7])[C:3]([O:5][CH3:6])=[O:4].O.O.P(O)(O)([O-])=[O:15].[Na+].S(=O)(=O)(O)N.Cl([O-])=O.[Na+].S([O-])([O-])(=O)=S.[Na+].[Na+], predict the reaction product.